This data is from Full USPTO retrosynthesis dataset with 1.9M reactions from patents (1976-2016). The task is: Predict the reactants needed to synthesize the given product. The reactants are: [N:1]1([CH2:5][CH2:6][N:7]2[CH:11]=[C:10]([C:12]3[CH:13]=[N:14][CH:15]=[C:16](C(F)(F)F)[CH:17]=3)[N:9]=[C:8]2[CH:22]2[CH2:27][CH2:26][N:25]([C:28]3[N:33]=[CH:32][N:31]=[C:30]([NH2:34])[C:29]=3[CH2:35][CH3:36])[CH2:24][CH2:23]2)[CH2:4][CH2:3][CH2:2]1.N1(CCN2C=C(C3C=NC=C([Cl:54])C=3)N=C2C2CCNCC2)CCC1. Given the product [N:1]1([CH2:5][CH2:6][N:7]2[CH:11]=[C:10]([C:12]3[CH:13]=[N:14][CH:15]=[C:16]([Cl:54])[CH:17]=3)[N:9]=[C:8]2[CH:22]2[CH2:27][CH2:26][N:25]([C:28]3[N:33]=[CH:32][N:31]=[C:30]([NH2:34])[C:29]=3[CH2:35][CH3:36])[CH2:24][CH2:23]2)[CH2:4][CH2:3][CH2:2]1, predict the reactants needed to synthesize it.